This data is from Full USPTO retrosynthesis dataset with 1.9M reactions from patents (1976-2016). The task is: Predict the reactants needed to synthesize the given product. (1) Given the product [CH2:2]([OH:25])[C:3]#[C:4][CH2:5][CH2:6][CH2:7][CH2:8][CH2:9][CH3:10], predict the reactants needed to synthesize it. The reactants are: [Li][CH2:2][CH2:3][CH2:4][CH3:5].[C:6]1(C)C=[CH:10][CH:9]=[CH:8][CH:7]=1.C#CCCCCCC.CN(P(N(C)C)(N(C)C)=[O:25])C. (2) Given the product [Cl:17][C:10]1[CH:9]=[CH:8][N:7]=[C:6]2[NH:12][C:3]([CH2:1][CH3:2])=[CH:4][C:5]=12, predict the reactants needed to synthesize it. The reactants are: [CH2:1]([C:3]1[NH:12][C:6]2=[N+:7]([O-])[CH:8]=[CH:9][CH:10]=[C:5]2[CH:4]=1)[CH3:2].CS([Cl:17])(=O)=O.[OH-].[Na+]. (3) Given the product [NH2:26][C@@H:27]([C:31]1[CH:36]=[CH:35][C:34]([F:37])=[CH:33][CH:32]=1)[C:28]([N:9]([C:4]1[CH:5]=[CH:6][C:7]([CH3:8])=[C:2]([CH3:1])[CH:3]=1)[CH2:10][CH2:11][C:12]1[CH:13]=[CH:14][C:15]([CH3:18])=[CH:16][CH:17]=1)=[O:29], predict the reactants needed to synthesize it. The reactants are: [CH3:1][C:2]1[CH:3]=[C:4]([NH:9][CH2:10][CH2:11][C:12]2[CH:17]=[CH:16][C:15]([CH3:18])=[CH:14][CH:13]=2)[CH:5]=[CH:6][C:7]=1[CH3:8].C(OC([NH:26][CH:27]([C:31]1[CH:36]=[CH:35][C:34]([F:37])=[CH:33][CH:32]=1)[C:28](O)=[O:29])=O)(C)(C)C. (4) Given the product [C:11]([C:7]1[CH:8]=[C:9]2[C:4](=[CH:5][CH:6]=1)[NH:3][C:2](=[O:1])[CH:10]2[C:14]1[N:19]=[C:18]2[CH2:20][N:21]([C:23]([O:25][C:26]([CH3:29])([CH3:28])[CH3:27])=[O:24])[CH2:22][C:17]2=[CH:16][CH:15]=1)#[N:12], predict the reactants needed to synthesize it. The reactants are: [O:1]=[C:2]1[CH2:10][C:9]2[C:4](=[CH:5][CH:6]=[C:7]([C:11]#[N:12])[CH:8]=2)[NH:3]1.Cl[C:14]1[N:19]=[C:18]2[CH2:20][N:21]([C:23]([O:25][C:26]([CH3:29])([CH3:28])[CH3:27])=[O:24])[CH2:22][C:17]2=[CH:16][CH:15]=1.C([O-])([O-])=O.[K+].[K+].CC(C1C=C(C(C)C)C(C2C=CC=CC=2P(C2CCCCC2)C2CCCCC2)=C(C(C)C)C=1)C. (5) Given the product [CH2:1]([O:5][C:6]1[N:14]=[C:13]2[C:9]([N:10]=[C:11]([O:24][CH3:25])[N:12]2[CH2:15][CH:16]2[CH2:17][CH2:18][NH:19][CH2:20][CH2:21]2)=[C:8]([NH2:26])[N:7]=1)[CH2:2][CH2:3][CH3:4], predict the reactants needed to synthesize it. The reactants are: [CH2:1]([O:5][C:6]1[N:14]=[C:13]2[C:9]([N:10]=[C:11]([O:24][CH3:25])[N:12]2[CH2:15][CH2:16][CH2:17][CH:18]2CC[CH2:21][CH2:20][NH:19]2)=[C:8]([NH2:26])[N:7]=1)[CH2:2][CH2:3][CH3:4].NC1N=C(OCCCC)N=C2C=1N=C(OC)N2CCC1CCN(C(OCC2C=CC=CC=2)=O)CC1. (6) The reactants are: [Cl:1][C:2]1[CH:3]=[CH:4][C:5]([CH3:9])=[C:6]([CH:8]=1)[NH2:7].[N:10]1[CH:15]=[CH:14][CH:13]=[CH:12][C:11]=1[C:16]#[N:17]. Given the product [Cl:1][C:2]1[CH:3]=[CH:4][C:5]([CH3:9])=[C:6]([NH:7][C:16]([C:11]2[CH:12]=[CH:13][CH:14]=[CH:15][N:10]=2)=[NH:17])[CH:8]=1, predict the reactants needed to synthesize it.